Predict the reactants needed to synthesize the given product. From a dataset of Full USPTO retrosynthesis dataset with 1.9M reactions from patents (1976-2016). Given the product [Cl:35][C:36]1[C:37]2[CH:47]=[CH:46][CH:45]=[CH:44][C:38]=2[S:39][C:40]=1[C:41]([N:19]([CH2:18][C:11]1[CH:10]=[C:9]([C:5]2[CH:6]=[CH:7][CH:8]=[C:3]([C:1]#[N:2])[CH:4]=2)[CH:14]=[CH:13][C:12]=1[O:15][CH2:16][CH3:17])[CH:20]1[CH2:25][CH2:24][CH:23]([N:26]([CH3:34])[C:27](=[O:33])[O:28][C:29]([CH3:30])([CH3:32])[CH3:31])[CH2:22][CH2:21]1)=[O:42], predict the reactants needed to synthesize it. The reactants are: [C:1]([C:3]1[CH:4]=[C:5]([C:9]2[CH:14]=[CH:13][C:12]([O:15][CH2:16][CH3:17])=[C:11]([CH2:18][NH:19][CH:20]3[CH2:25][CH2:24][CH:23]([N:26]([CH3:34])[C:27](=[O:33])[O:28][C:29]([CH3:32])([CH3:31])[CH3:30])[CH2:22][CH2:21]3)[CH:10]=2)[CH:6]=[CH:7][CH:8]=1)#[N:2].[Cl:35][C:36]1[C:37]2[CH:47]=[CH:46][CH:45]=[CH:44][C:38]=2[S:39][C:40]=1[C:41](Cl)=[O:42].